This data is from NCI-60 drug combinations with 297,098 pairs across 59 cell lines. The task is: Regression. Given two drug SMILES strings and cell line genomic features, predict the synergy score measuring deviation from expected non-interaction effect. (1) Drug 2: C1CC(C1)(C(=O)O)C(=O)O.[NH2-].[NH2-].[Pt+2]. Cell line: NCI-H322M. Drug 1: CC1OCC2C(O1)C(C(C(O2)OC3C4COC(=O)C4C(C5=CC6=C(C=C35)OCO6)C7=CC(=C(C(=C7)OC)O)OC)O)O. Synergy scores: CSS=7.86, Synergy_ZIP=-2.75, Synergy_Bliss=0.423, Synergy_Loewe=-1.82, Synergy_HSA=0.389. (2) Drug 1: C1=CC(=CC=C1CC(C(=O)O)N)N(CCCl)CCCl.Cl. Drug 2: C1CCC(C(C1)N)N.C(=O)(C(=O)[O-])[O-].[Pt+4]. Cell line: IGROV1. Synergy scores: CSS=31.6, Synergy_ZIP=3.45, Synergy_Bliss=4.13, Synergy_Loewe=-8.77, Synergy_HSA=7.44. (3) Drug 1: C1C(C(OC1N2C=NC3=C2NC=NCC3O)CO)O. Drug 2: CC1C(C(CC(O1)OC2CC(CC3=C2C(=C4C(=C3O)C(=O)C5=CC=CC=C5C4=O)O)(C(=O)C)O)N)O. Cell line: OVCAR-4. Synergy scores: CSS=23.0, Synergy_ZIP=-4.75, Synergy_Bliss=-2.40, Synergy_Loewe=-36.6, Synergy_HSA=-1.26. (4) Drug 1: C1=CC(=C2C(=C1NCCNCCO)C(=O)C3=C(C=CC(=C3C2=O)O)O)NCCNCCO. Drug 2: CC=C1C(=O)NC(C(=O)OC2CC(=O)NC(C(=O)NC(CSSCCC=C2)C(=O)N1)C(C)C)C(C)C. Cell line: ACHN. Synergy scores: CSS=47.0, Synergy_ZIP=0.954, Synergy_Bliss=-1.32, Synergy_Loewe=-0.463, Synergy_HSA=1.99. (5) Drug 1: CC1=C(C(CCC1)(C)C)C=CC(=CC=CC(=CC(=O)O)C)C. Drug 2: CCC1(C2=C(COC1=O)C(=O)N3CC4=CC5=C(C=CC(=C5CN(C)C)O)N=C4C3=C2)O.Cl. Cell line: NCIH23. Synergy scores: CSS=18.8, Synergy_ZIP=-5.07, Synergy_Bliss=3.97, Synergy_Loewe=-13.2, Synergy_HSA=3.16.